Dataset: Tyrosyl-DNA phosphodiesterase HTS with 341,365 compounds. Task: Binary Classification. Given a drug SMILES string, predict its activity (active/inactive) in a high-throughput screening assay against a specified biological target. (1) The drug is S(Cc1n(c2c(n1)cc(cc2)C(O)=O)CC)c1nc([nH]n1)N. The result is 0 (inactive). (2) The drug is O=C(NC(CO)C(OC)=O)C(NC(=O)CNC(OCc1ccccc1)=O)C. The result is 0 (inactive). (3) The drug is S(C=1N(N1)c1nc(nc(c1CC)C)N)CC(OC)=O. The result is 0 (inactive). (4) The compound is S(=O)(=O)(N(CC(=O)Nc1ncc(cc1)C)c1ccc(OC)cc1)c1c(onc1C)C. The result is 0 (inactive). (5) The drug is Brc1sc(C(=O)COC(=O)c2c(SC)nccc2)cc1. The result is 0 (inactive). (6) The compound is Clc1c(C(=O)NC(=S)Nc2c(cc(C(O)(C(F)(F)F)C(OCC)=O)cc2)C)ccc(Cl)c1. The result is 0 (inactive).